From a dataset of Reaction yield outcomes from USPTO patents with 853,638 reactions. Predict the reaction yield, written as a fraction of the theoretical maximum amount of product (1.0 means a 100% yield; for example, 0.34 means a 34% yield). (1) The reactants are [CH3:1][C:2]1[C:14]2[NH:13][C:12]3[C:7](=[CH:8][CH:9]=[C:10]([OH:15])[CH:11]=3)[C:6]=2[CH:5]=[CH:4][N:3]=1.Br[CH2:17][C:18]1[CH:23]=[CH:22][CH:21]=[CH:20][CH:19]=1. No catalyst specified. The product is [CH3:1][C:2]1[C:14]2[N:13]([CH2:17][C:18]3[CH:23]=[CH:22][CH:21]=[CH:20][CH:19]=3)[C:12]3[C:7](=[CH:8][CH:9]=[C:10]([O:15][CH2:6][C:7]4[CH:12]=[CH:11][CH:10]=[CH:9][CH:8]=4)[CH:11]=3)[C:6]=2[CH:5]=[CH:4][N:3]=1. The yield is 0.660. (2) The reactants are [F:1][C:2]1[CH:7]=[CH:6][CH:5]=[CH:4][C:3]=1[C:8](=[O:11])[CH2:9][CH3:10].[Br:12]Br. The catalyst is C(O)(=O)C. The product is [Br:12][CH:9]([CH3:10])[C:8]([C:3]1[CH:4]=[CH:5][CH:6]=[CH:7][C:2]=1[F:1])=[O:11]. The yield is 0.970. (3) The reactants are C(OC([NH:8][C@@H:9]([C:18]1[CH:23]=[CH:22][CH:21]=[CH:20][CH:19]=1)[C:10]([N:12]1[CH2:17][CH2:16][O:15][CH2:14][CH2:13]1)=[O:11])=O)(C)(C)C.[ClH:24].C(OCC)C. The catalyst is O1CCOCC1. The product is [ClH:24].[N:12]1([C:10](=[O:11])[C@@H:9]([NH2:8])[C:18]2[CH:23]=[CH:22][CH:21]=[CH:20][CH:19]=2)[CH2:17][CH2:16][O:15][CH2:14][CH2:13]1. The yield is 0.900. (4) The catalyst is C1(C)C=CC=CC=1. The reactants are [N:1]1([C:7]([C:9]2[S:10][CH:11]=[CH:12][CH:13]=2)=[O:8])[CH2:6][CH2:5][NH:4][CH2:3][CH2:2]1.Cl[C:15]1[C:24]2[C:19](=[CH:20][CH:21]=[CH:22][CH:23]=2)[N:18]([CH2:25][C:26]2[CH:31]=[CH:30][C:29]([F:32])=[CH:28][CH:27]=2)[C:17](=[O:33])[C:16]=1[C:34]#[N:35]. The yield is 0.970. The product is [F:32][C:29]1[CH:28]=[CH:27][C:26]([CH2:25][N:18]2[C:19]3[C:24](=[CH:23][CH:22]=[CH:21][CH:20]=3)[C:15]([N:4]3[CH2:5][CH2:6][N:1]([C:7]([C:9]4[S:10][CH:11]=[CH:12][CH:13]=4)=[O:8])[CH2:2][CH2:3]3)=[C:16]([C:34]#[N:35])[C:17]2=[O:33])=[CH:31][CH:30]=1. (5) The reactants are [CH2:1]1[C:6]2([CH2:11][CH2:10][CH2:9][CH2:8][CH2:7]2)[CH2:5][C:4](=[O:12])[CH2:3][C:2]1=[O:13].[Br:14]Br. The catalyst is CC(O)=O. The product is [Br:14][CH:3]1[C:2](=[O:13])[CH2:1][C:6]2([CH2:11][CH2:10][CH2:9][CH2:8][CH2:7]2)[CH2:5][C:4]1=[O:12]. The yield is 1.00.